This data is from Catalyst prediction with 721,799 reactions and 888 catalyst types from USPTO. The task is: Predict which catalyst facilitates the given reaction. (1) The catalyst class is: 2. Product: [N:4]1([C:7]([O:9][CH2:10][C:11]2[CH:16]=[C:15]([Cl:17])[CH:14]=[C:13]([Cl:18])[CH:12]=2)=[O:8])[CH2:5][CH2:6][NH:1][CH2:2][CH2:3]1. Reactant: [N:1]1(C(OC(C)(C)C)=O)[CH2:6][CH2:5][N:4]([C:7]([O:9][CH2:10][C:11]2[CH:16]=[C:15]([Cl:17])[CH:14]=[C:13]([Cl:18])[CH:12]=2)=[O:8])[CH2:3][CH2:2]1.Cl.O1CCOCC1. (2) Reactant: I.CS[C:4](=[NH:16])[NH:5][C:6]1[CH:11]=[CH:10][CH:9]=[C:8]([C:12]([F:15])([F:14])[F:13])[CH:7]=1.[OH:17][C:18]1[CH:27]=[CH:26][C:21]([C:22]([NH:24][NH2:25])=O)=[CH:20][CH:19]=1. Product: [F:13][C:12]([F:15])([F:14])[C:8]1[CH:7]=[C:6]([NH:5][C:4]2[NH:16][C:22]([C:21]3[CH:26]=[CH:27][C:18]([OH:17])=[CH:19][CH:20]=3)=[N:24][N:25]=2)[CH:11]=[CH:10][CH:9]=1. The catalyst class is: 17. (3) Reactant: [CH2:1]([NH:6][C:7]1[N:8]=[CH:9][NH:10][C:11]=1[C:12](SC)=[NH:13])[CH2:2][CH2:3][CH2:4][CH3:5].[CH:16]([NH:18][NH2:19])=O. Product: [CH2:1]([NH:6][C:7]1[N:8]=[CH:9][NH:10][C:11]=1[C:12]1[NH:19][N:18]=[CH:16][N:13]=1)[CH2:2][CH2:3][CH2:4][CH3:5]. The catalyst class is: 8.